From a dataset of Peptide-MHC class II binding affinity with 134,281 pairs from IEDB. Regression. Given a peptide amino acid sequence and an MHC pseudo amino acid sequence, predict their binding affinity value. This is MHC class II binding data. (1) The peptide sequence is PVKFPGGGQIVGGVY. The MHC is HLA-DQA10501-DQB10301 with pseudo-sequence HLA-DQA10501-DQB10301. The binding affinity (normalized) is 0.754. (2) The peptide sequence is QVPLVQQQQYLGQQQP. The MHC is HLA-DPA10301-DPB10402 with pseudo-sequence HLA-DPA10301-DPB10402. The binding affinity (normalized) is 0.137. (3) The peptide sequence is VEDEARRMWASAQNI. The binding affinity (normalized) is 0.422. The MHC is HLA-DQA10401-DQB10402 with pseudo-sequence HLA-DQA10401-DQB10402. (4) The peptide sequence is VWRIDTPDKLTGPFT. The MHC is DRB1_1201 with pseudo-sequence DRB1_1201. The binding affinity (normalized) is 0.376. (5) The peptide sequence is YAHAAHAAHAAHAAHAA. The MHC is HLA-DQA10102-DQB10602 with pseudo-sequence HLA-DQA10102-DQB10602. The binding affinity (normalized) is 0.611. (6) The peptide sequence is LMMLVSVAGRV. The MHC is HLA-DQA10501-DQB10402 with pseudo-sequence HLA-DQA10501-DQB10402. The binding affinity (normalized) is 0. (7) The MHC is HLA-DQA10501-DQB10301 with pseudo-sequence HLA-DQA10501-DQB10301. The binding affinity (normalized) is 0.868. The peptide sequence is AFKIAATAANAAPTN. (8) The binding affinity (normalized) is 0.787. The peptide sequence is FRNVLSIAPIMFSNKM. The MHC is DRB1_0701 with pseudo-sequence DRB1_0701. (9) The peptide sequence is DVEMTKEASREYEDK. The MHC is H-2-IAb with pseudo-sequence H-2-IAb. The binding affinity (normalized) is 0.00783.